Dataset: NCI-60 drug combinations with 297,098 pairs across 59 cell lines. Task: Regression. Given two drug SMILES strings and cell line genomic features, predict the synergy score measuring deviation from expected non-interaction effect. (1) Drug 1: C1C(C(OC1N2C=C(C(=O)NC2=O)F)CO)O. Drug 2: CC12CCC3C(C1CCC2OP(=O)(O)O)CCC4=C3C=CC(=C4)OC(=O)N(CCCl)CCCl.[Na+]. Cell line: LOX IMVI. Synergy scores: CSS=6.59, Synergy_ZIP=-10.2, Synergy_Bliss=-5.91, Synergy_Loewe=-21.9, Synergy_HSA=-4.74. (2) Drug 1: CC1=C2C(C(=O)C3(C(CC4C(C3C(C(C2(C)C)(CC1OC(=O)C(C(C5=CC=CC=C5)NC(=O)C6=CC=CC=C6)O)O)OC(=O)C7=CC=CC=C7)(CO4)OC(=O)C)O)C)OC(=O)C. Drug 2: CNC(=O)C1=NC=CC(=C1)OC2=CC=C(C=C2)NC(=O)NC3=CC(=C(C=C3)Cl)C(F)(F)F. Cell line: SNB-75. Synergy scores: CSS=17.4, Synergy_ZIP=6.00, Synergy_Bliss=13.9, Synergy_Loewe=9.53, Synergy_HSA=11.8. (3) Drug 1: C1=CN(C=N1)CC(O)(P(=O)(O)O)P(=O)(O)O. Drug 2: C1CN(P(=O)(OC1)NCCCl)CCCl. Cell line: U251. Synergy scores: CSS=5.00, Synergy_ZIP=-0.800, Synergy_Bliss=2.04, Synergy_Loewe=3.95, Synergy_HSA=-0.267. (4) Drug 1: CC1C(C(CC(O1)OC2CC(CC3=C2C(=C4C(=C3O)C(=O)C5=C(C4=O)C(=CC=C5)OC)O)(C(=O)C)O)N)O.Cl. Drug 2: C(CC(=O)O)C(=O)CN.Cl. Cell line: SF-295. Synergy scores: CSS=11.2, Synergy_ZIP=-9.33, Synergy_Bliss=-13.6, Synergy_Loewe=-20.7, Synergy_HSA=-10.5. (5) Drug 1: C1=CC=C(C(=C1)C(C2=CC=C(C=C2)Cl)C(Cl)Cl)Cl. Drug 2: CC12CCC3C(C1CCC2OP(=O)(O)O)CCC4=C3C=CC(=C4)OC(=O)N(CCCl)CCCl.[Na+]. Cell line: DU-145. Synergy scores: CSS=6.25, Synergy_ZIP=-4.42, Synergy_Bliss=-5.02, Synergy_Loewe=-4.96, Synergy_HSA=-4.76. (6) Drug 1: CC1C(C(CC(O1)OC2CC(CC3=C2C(=C4C(=C3O)C(=O)C5=C(C4=O)C(=CC=C5)OC)O)(C(=O)C)O)N)O.Cl. Drug 2: C1=NC2=C(N=C(N=C2N1C3C(C(C(O3)CO)O)F)Cl)N. Cell line: CAKI-1. Synergy scores: CSS=45.2, Synergy_ZIP=-11.2, Synergy_Bliss=-9.56, Synergy_Loewe=-17.7, Synergy_HSA=-5.04. (7) Drug 1: C1CN1P(=S)(N2CC2)N3CC3. Drug 2: C1C(C(OC1N2C=NC(=NC2=O)N)CO)O. Cell line: RXF 393. Synergy scores: CSS=6.31, Synergy_ZIP=4.95, Synergy_Bliss=2.56, Synergy_Loewe=-1.44, Synergy_HSA=1.60. (8) Drug 1: CC1=C2C(C(=O)C3(C(CC4C(C3C(C(C2(C)C)(CC1OC(=O)C(C(C5=CC=CC=C5)NC(=O)OC(C)(C)C)O)O)OC(=O)C6=CC=CC=C6)(CO4)OC(=O)C)OC)C)OC. Drug 2: CC1C(C(CC(O1)OC2CC(CC3=C2C(=C4C(=C3O)C(=O)C5=C(C4=O)C(=CC=C5)OC)O)(C(=O)C)O)N)O.Cl. Cell line: MDA-MB-231. Synergy scores: CSS=47.8, Synergy_ZIP=7.99, Synergy_Bliss=8.07, Synergy_Loewe=2.74, Synergy_HSA=11.0.